This data is from Human liver microsome stability data. The task is: Regression/Classification. Given a drug SMILES string, predict its absorption, distribution, metabolism, or excretion properties. Task type varies by dataset: regression for continuous measurements (e.g., permeability, clearance, half-life) or binary classification for categorical outcomes (e.g., BBB penetration, CYP inhibition). Dataset: hlm. (1) The compound is COc1cccc(CNC(=O)c2[nH]c3nc(-c4cn[nH]c4)ccc3c2CN2CCOCC2)c1. The result is 1 (stable in human liver microsomes). (2) The drug is CCOc1cc(NC(=O)C2(NC(=O)c3ccc4c(C5CCCC5)c(-c5ncc(Cl)cn5)n(C)c4c3)CCC2)ccc1C=CC(=O)OCC(=O)OCc1ccccc1. The result is 0 (unstable in human liver microsomes). (3) The drug is C[C@]1(c2ccc(Cl)cc2Cl)OC[C@@H](COc2ccc(N3CCNCC3)cc2)O1. The result is 0 (unstable in human liver microsomes). (4) The compound is Cn1cc(-c2ccc(F)cc2)c(=O)c2c(Nc3ccc(Oc4ccnc(NC(=O)C5CC5)c4)c(F)c3)nccc21. The result is 0 (unstable in human liver microsomes).